Dataset: Full USPTO retrosynthesis dataset with 1.9M reactions from patents (1976-2016). Task: Predict the reactants needed to synthesize the given product. (1) Given the product [Cl:1][C:2]1[CH:3]=[C:4]([NH:9][C:10]([NH:12][C:18](=[O:19])[C:17]([F:28])([F:27])[F:16])=[S:11])[CH:5]=[C:6]([Cl:8])[CH:7]=1, predict the reactants needed to synthesize it. The reactants are: [Cl:1][C:2]1[CH:3]=[C:4]([NH:9][C:10]([NH2:12])=[S:11])[CH:5]=[C:6]([Cl:8])[CH:7]=1.ClCCl.[F:16][C:17]([F:28])([F:27])[C:18](O[C:18](=[O:19])[C:17]([F:28])([F:27])[F:16])=[O:19]. (2) Given the product [C:2]([O-:21])(=[O:1])[CH:3]=[CH2:5].[C:9]([O-:17])(=[O:8])[C:10]([CH3:27])=[CH2:12], predict the reactants needed to synthesize it. The reactants are: [OH:1][CH:2]1[O:21][C@H](CO)[C@@H]([O:8][C@@H:9]2[O:17][C@H](CO)[C@H](O)[C@H:12](O)[C@H:10]2O)[C@H:5](O)[C@H:3]1O.O=[Si]=O.[C:27]([O-])(=O)CCCCCCCCCCCCCCCCC.[Mg+2].C([O-])(=O)CCCCCCCCCCCCCCCCC.